From a dataset of Orexin1 receptor HTS with 218,158 compounds and 233 confirmed actives. Binary Classification. Given a drug SMILES string, predict its activity (active/inactive) in a high-throughput screening assay against a specified biological target. (1) The molecule is O=C1N(NC(=O)c2ccc([N+]([O-])=O)cc2)C(Nc2c1cccc2)c1cccnc1. The result is 0 (inactive). (2) The drug is S(=O)(=O)(NCC1CCC(CC1)C(=O)NCCCN1CCCCC1)c1c2nsnc2ccc1. The result is 0 (inactive). (3) The result is 0 (inactive). The molecule is Clc1c(Cn2c3ncnc3c(N(CC)CC)nc2)c(Cl)ccc1. (4) The molecule is O1C(=C(C2(c3c(NC2=O)cccc3)C(=C1N)C(OCC)=O)C(OCCOC)=O)C. The result is 0 (inactive). (5) The compound is S(C(C(=O)Nc1cc2OCCOc2cc1)C)c1[nH]c2c(n1)cccc2. The result is 0 (inactive).